From a dataset of Catalyst prediction with 721,799 reactions and 888 catalyst types from USPTO. Predict which catalyst facilitates the given reaction. (1) Reactant: [Cl:1][C:2]1[C:3]2[CH:12]=[C:11]([Cl:13])[CH:10]=[CH:9][C:4]=2[S:5][C:6]=1[CH:7]=O.[N+:14]([CH2:17][CH3:18])([O-:16])=[O:15].C([O-])(=O)C.[NH4+].C(O)(=O)C. Product: [Cl:1][C:2]1[C:3]2[CH:12]=[C:11]([Cl:13])[CH:10]=[CH:9][C:4]=2[S:5][C:6]=1/[CH:7]=[CH:18]/[CH2:17][N+:14]([O-:16])=[O:15]. The catalyst class is: 413. (2) Reactant: I[C:2]1[N:3]=[C:4]([NH2:20])[C:5]2[N:6]=[CH:7][N:8]([C:18]=2[N:19]=1)[C@@H:9]1[O:17][C@H:14]([CH2:15][OH:16])[C@@H:12]([OH:13])[C@H:10]1[OH:11].[F:21][C:22]1[CH:23]=[C:24](B(O)O)[CH:25]=[C:26]([F:28])[CH:27]=1.C(=O)([O-])[O-].[Cs+].[Cs+]. Product: [NH2:20][C:4]1[N:3]=[C:2]([C:24]2[CH:23]=[C:22]([F:21])[CH:27]=[C:26]([F:28])[CH:25]=2)[N:19]=[C:18]2[C:5]=1[N:6]=[CH:7][N:8]2[C@H:9]1[C@H:10]([OH:11])[C@H:12]([OH:13])[C@@H:14]([CH2:15][OH:16])[O:17]1. The catalyst class is: 335. (3) Reactant: [NH:1]([C:14]([O:16][C:17]([CH3:20])([CH3:19])[CH3:18])=[O:15])[C@@H:2]([C:11]([OH:13])=O)[CH2:3][C:4]1[CH:9]=[CH:8][C:7]([Cl:10])=[CH:6][CH:5]=1.CCN=C=NCCCN(C)C.CI.C1C=NC2N(O)N=NC=2C=1.[NH:44]1[CH2:49][CH2:48][CH2:47][CH2:46][CH:45]1[N:50]1[CH2:55][CH2:54][NH:53][CH2:52][CH2:51]1. Product: [Cl:10][C:7]1[CH:6]=[CH:5][C:4]([CH2:3][C@@H:2]([NH:1][C:14]([O:16][C:17]([CH3:20])([CH3:19])[CH3:18])=[O:15])[C:11](=[O:13])[N:53]2[CH2:54][CH2:55][N:50]([C:45]3[CH:46]=[CH:47][CH:48]=[CH:49][N:44]=3)[CH2:51][CH2:52]2)=[CH:9][CH:8]=1. The catalyst class is: 3. (4) Reactant: Cl.[CH3:2][O:3][C:4]1[CH:16]=[CH:15][C:7]([CH2:8][C@@H:9]([C:11]([O:13][CH3:14])=[O:12])[NH2:10])=[CH:6][CH:5]=1.C(N(CC)CC)C.[F:24][C:25]([F:42])([F:41])[C:26]1[CH:27]=[C:28]([CH:34]=[C:35]([C:37]([F:40])([F:39])[F:38])[CH:36]=1)[CH:29]=[CH:30][C:31](O)=[O:32].CCN=C=NCCCN(C)C.Cl. Product: [F:24][C:25]([F:41])([F:42])[C:26]1[CH:27]=[C:28]([CH:29]=[CH:30][C:31]([NH:10][C@H:9]([C:11]([O:13][CH3:14])=[O:12])[CH2:8][C:7]2[CH:6]=[CH:5][C:4]([O:3][CH3:2])=[CH:16][CH:15]=2)=[O:32])[CH:34]=[C:35]([C:37]([F:38])([F:39])[F:40])[CH:36]=1. The catalyst class is: 2. (5) Reactant: [C:1]([CH2:3][C:4]([NH2:6])=[O:5])#[N:2].C[C:8]([CH3:11])([O-])[CH3:9].[K+].[CH3:13][C:14](=O)[C:15]#CC. Product: [CH2:14]([C:15]1[CH:11]=[C:8]([CH3:9])[NH:6][C:4](=[O:5])[C:3]=1[C:1]#[N:2])[CH3:13]. The catalyst class is: 16. (6) Reactant: [H-].[Na+].[C:3]1([C:9]2[C:13]([N:14]3[CH2:19][CH2:18][N:17]([C:20]([O:22][C:23]([CH3:26])([CH3:25])[CH3:24])=[O:21])[CH2:16][CH2:15]3)=[CH:12][NH:11][N:10]=2)[CH:8]=[CH:7][CH:6]=[CH:5][CH:4]=1.Cl[CH2:28][C:29]1[CH:34]=[CH:33][CH:32]=[CH:31][N:30]=1. Product: [C:3]1([C:9]2[C:13]([N:14]3[CH2:15][CH2:16][N:17]([C:20]([O:22][C:23]([CH3:26])([CH3:25])[CH3:24])=[O:21])[CH2:18][CH2:19]3)=[CH:12][N:11]([CH2:28][C:29]3[CH:34]=[CH:33][CH:32]=[CH:31][N:30]=3)[N:10]=2)[CH:4]=[CH:5][CH:6]=[CH:7][CH:8]=1. The catalyst class is: 3. (7) Reactant: [Br:1][C:2]1[CH:10]=[CH:9][CH:8]=[C:7]2[C:3]=1[C:4]1([C:15]3=[CH:16][C:17]4[O:21][CH2:20][O:19][C:18]=4[CH:22]=[C:14]3[O:13][CH2:12]1)[C:5](=[O:11])[NH:6]2.[C:23](O[C:23]([O:25][C:26]([CH3:29])([CH3:28])[CH3:27])=[O:24])([O:25][C:26]([CH3:29])([CH3:28])[CH3:27])=[O:24].[OH-].[Na+]. Product: [Br:1][C:2]1[CH:10]=[CH:9][CH:8]=[C:7]2[C:3]=1[C:4]1([C:15]3=[CH:16][C:17]4[O:21][CH2:20][O:19][C:18]=4[CH:22]=[C:14]3[O:13][CH2:12]1)[C:5](=[O:11])[N:6]2[C:23]([O:25][C:26]([CH3:29])([CH3:28])[CH3:27])=[O:24]. The catalyst class is: 30.